From a dataset of Forward reaction prediction with 1.9M reactions from USPTO patents (1976-2016). Predict the product of the given reaction. Given the reactants [F:1][C:2]([F:16])([O:6][C:7]1[CH:15]=[CH:14][C:10]([C:11](Cl)=[O:12])=[CH:9][CH:8]=1)[CH:3]([F:5])[F:4].[NH2:17][C:18]([CH3:34])([CH2:21][N:22]1[N:26]=[C:25]2[C:27]([Cl:33])=[CH:28][C:29]([Cl:32])=[C:30]([Cl:31])[C:24]2=[N:23]1)[C:19]#[N:20], predict the reaction product. The product is: [C:19]([C:18]([NH:17][C:11](=[O:12])[C:10]1[CH:14]=[CH:15][C:7]([O:6][C:2]([F:16])([F:1])[CH:3]([F:5])[F:4])=[CH:8][CH:9]=1)([CH3:34])[CH2:21][N:22]1[N:26]=[C:25]2[C:27]([Cl:33])=[CH:28][C:29]([Cl:32])=[C:30]([Cl:31])[C:24]2=[N:23]1)#[N:20].